From a dataset of Forward reaction prediction with 1.9M reactions from USPTO patents (1976-2016). Predict the product of the given reaction. (1) Given the reactants Cl[C:2]1[CH:7]=[CH:6][N:5]=[C:4]2[CH:8]=[C:9]([C:11]([N:13]3[CH2:17][CH2:16][C@@H:15]([O:18][CH3:19])[CH2:14]3)=[O:12])[S:10][C:3]=12.[OH:20][C:21]1[CH:34]=[CH:33][C:24]2[C:25]([C:29]([O:31][CH3:32])=[O:30])=[C:26]([CH3:28])[O:27][C:23]=2[CH:22]=1.C([O-])([O-])=O.[Cs+].[Cs+], predict the reaction product. The product is: [CH3:19][O:18][CH:15]1[CH2:16][CH2:17][N:13]([C:11]([C:9]2[S:10][C:3]3[C:4](=[N:5][CH:6]=[CH:7][C:2]=3[O:20][C:21]3[CH:34]=[CH:33][C:24]4[C:25]([C:29]([O:31][CH3:32])=[O:30])=[C:26]([CH3:28])[O:27][C:23]=4[CH:22]=3)[CH:8]=2)=[O:12])[CH2:14]1. (2) Given the reactants [OH-].[Na+].C[O:4][C:5](=[O:25])[CH2:6][C:7]1[C:8]([CH3:24])=[N:9][N:10]([C:18]2[CH:23]=[N:22][CH:21]=[CH:20][N:19]=2)[C:11]=1[C:12]1[CH:17]=[CH:16][CH:15]=[CH:14][CH:13]=1, predict the reaction product. The product is: [CH3:24][C:8]1[C:7]([CH2:6][C:5]([OH:25])=[O:4])=[C:11]([C:12]2[CH:17]=[CH:16][CH:15]=[CH:14][CH:13]=2)[N:10]([C:18]2[CH:23]=[N:22][CH:21]=[CH:20][N:19]=2)[N:9]=1.